Task: Predict the reaction yield, written as a fraction of the theoretical maximum amount of product (1.0 means a 100% yield; for example, 0.34 means a 34% yield).. Dataset: Reaction yield outcomes from USPTO patents with 853,638 reactions (1) The reactants are [I:1][C:2]1[C:3]([O:20][CH2:21][CH2:22][O:23][Si](C)(C)C)=[CH:4][C:5]([CH:17]([CH3:19])[CH3:18])=[C:6]([CH:16]=1)[O:7][C:8]1[C:9]([NH2:15])=[N:10][C:11]([NH2:14])=[N:12][CH:13]=1. The catalyst is CC(O)=O.C1COCC1.O. The product is [NH2:14][C:11]1[N:10]=[C:9]([NH2:15])[C:8]([O:7][C:6]2[C:5]([CH:17]([CH3:18])[CH3:19])=[CH:4][C:3]([O:20][CH2:21][CH2:22][OH:23])=[C:2]([I:1])[CH:16]=2)=[CH:13][N:12]=1. The yield is 0.860. (2) The reactants are [CH3:1][C:2]1[CH:3]=[C:4]([CH:13]=[CH:14][CH:15]=1)[CH2:5][CH2:6][NH:7][C:8](=O)[O:9]CC.O=P12OP3(OP(OP(O3)(O1)=O)(=O)O2)=O.O=P(Cl)(Cl)Cl. No catalyst specified. The product is [CH3:1][C:2]1[CH:3]=[C:4]2[C:13](=[CH:14][CH:15]=1)[C:8](=[O:9])[NH:7][CH2:6][CH2:5]2. The yield is 0.190. (3) The reactants are FC(F)(F)S(O[C:7]1[C:12]([CH3:13])=[CH:11][C:10]([N+:14]([O-:16])=[O:15])=[CH:9][C:8]=1[CH3:17])(=O)=O.O.[Br-:21].[Li+]. The catalyst is CN(C)C=O.[Cl-].[NH4+]. The product is [Br:21][C:7]1[C:12]([CH3:13])=[CH:11][C:10]([N+:14]([O-:16])=[O:15])=[CH:9][C:8]=1[CH3:17]. The yield is 0.690.